Regression. Given two drug SMILES strings and cell line genomic features, predict the synergy score measuring deviation from expected non-interaction effect. From a dataset of NCI-60 drug combinations with 297,098 pairs across 59 cell lines. (1) Drug 1: C1=CC(=C2C(=C1NCCNCCO)C(=O)C3=C(C=CC(=C3C2=O)O)O)NCCNCCO. Drug 2: CC1C(C(CC(O1)OC2CC(OC(C2O)C)OC3=CC4=CC5=C(C(=O)C(C(C5)C(C(=O)C(C(C)O)O)OC)OC6CC(C(C(O6)C)O)OC7CC(C(C(O7)C)O)OC8CC(C(C(O8)C)O)(C)O)C(=C4C(=C3C)O)O)O)O. Cell line: RPMI-8226. Synergy scores: CSS=70.4, Synergy_ZIP=19.5, Synergy_Bliss=17.6, Synergy_Loewe=-2.51, Synergy_HSA=15.8. (2) Drug 1: C1=CN(C(=O)N=C1N)C2C(C(C(O2)CO)O)O.Cl. Drug 2: C1CN1C2=NC(=NC(=N2)N3CC3)N4CC4. Cell line: SK-MEL-5. Synergy scores: CSS=54.3, Synergy_ZIP=-2.83, Synergy_Bliss=-1.55, Synergy_Loewe=0.127, Synergy_HSA=5.13. (3) Drug 1: C1CC(C1)(C(=O)O)C(=O)O.[NH2-].[NH2-].[Pt+2]. Drug 2: CC1=C(C(=O)C2=C(C1=O)N3CC4C(C3(C2COC(=O)N)OC)N4)N. Cell line: TK-10. Synergy scores: CSS=0.907, Synergy_ZIP=-4.30, Synergy_Bliss=-4.47, Synergy_Loewe=-11.5, Synergy_HSA=-3.91. (4) Drug 1: CCCS(=O)(=O)NC1=C(C(=C(C=C1)F)C(=O)C2=CNC3=C2C=C(C=N3)C4=CC=C(C=C4)Cl)F. Drug 2: CCCCCOC(=O)NC1=NC(=O)N(C=C1F)C2C(C(C(O2)C)O)O. Cell line: NCI-H522. Synergy scores: CSS=0.105, Synergy_ZIP=-1.24, Synergy_Bliss=-2.92, Synergy_Loewe=-4.44, Synergy_HSA=-3.42. (5) Cell line: OVCAR3. Drug 1: CC1CC2C3CCC4=CC(=O)C=CC4(C3(C(CC2(C1(C(=O)CO)O)C)O)F)C. Synergy scores: CSS=22.7, Synergy_ZIP=2.96, Synergy_Bliss=10.1, Synergy_Loewe=-5.69, Synergy_HSA=7.88. Drug 2: CC1CCC2CC(C(=CC=CC=CC(CC(C(=O)C(C(C(=CC(C(=O)CC(OC(=O)C3CCCCN3C(=O)C(=O)C1(O2)O)C(C)CC4CCC(C(C4)OC)OP(=O)(C)C)C)C)O)OC)C)C)C)OC.